From a dataset of Reaction yield outcomes from USPTO patents with 853,638 reactions. Predict the reaction yield, written as a fraction of the theoretical maximum amount of product (1.0 means a 100% yield; for example, 0.34 means a 34% yield). (1) The reactants are [CH2:1]([S:5][CH2:6][CH2:7][CH2:8][CH3:9])[CH2:2][CH2:3][CH3:4].N1C(=O)NC(=O)NC1=[O:12].Cl[O-].[Na+].S([O-])([O-])=O.[Na+].[Na+].[OH2:28]. The catalyst is C1(C)C=CC=CC=1. The product is [CH2:1]([S:5]([CH2:6][CH2:7][CH2:8][CH3:9])(=[O:12])=[O:28])[CH2:2][CH2:3][CH3:4]. The yield is 0.960. (2) The reactants are [C:1]([O:5][C:6]([NH:8][CH2:9][C:10]([OH:12])=O)=[O:7])([CH3:4])([CH3:3])[CH3:2].CN(C(ON1N=NC2C=CC=NC1=2)=[N+](C)C)C.F[P-](F)(F)(F)(F)F.C(N(C(C)C)CC)(C)C.[NH:46]1[CH2:51][CH2:50][CH2:49][C@@H:48]([NH:52][C:53]2[CH:58]=[N:57][CH:56]=[C:55]([C:59]3[CH:60]=[N:61][N:62]4[CH:67]=[CH:66][CH:65]=[CH:64][C:63]=34)[N:54]=2)[CH2:47]1. The catalyst is CN(C=O)C. The product is [O:12]=[C:10]([N:46]1[CH2:51][CH2:50][CH2:49][C@@H:48]([NH:52][C:53]2[CH:58]=[N:57][CH:56]=[C:55]([C:59]3[CH:60]=[N:61][N:62]4[CH:67]=[CH:66][CH:65]=[CH:64][C:63]=34)[N:54]=2)[CH2:47]1)[CH2:9][NH:8][C:6](=[O:7])[O:5][C:1]([CH3:2])([CH3:3])[CH3:4]. The yield is 0.570. (3) The reactants are [Cr](O[Cr]([O-])(=O)=O)([O-])(=O)=O.[NH+]1C=CC=CC=1.[NH+]1C=CC=CC=1.[Cl:22][C:23]1[S:27][C:26]([S:28]([NH:31][C@H:32]([CH2:38][OH:39])[CH:33]([CH2:36][CH3:37])[CH2:34][CH3:35])(=[O:30])=[O:29])=[CH:25][CH:24]=1. The catalyst is C(Cl)Cl. The product is [Cl:22][C:23]1[S:27][C:26]([S:28]([NH:31][C@H:32]([CH:38]=[O:39])[CH:33]([CH2:34][CH3:35])[CH2:36][CH3:37])(=[O:30])=[O:29])=[CH:25][CH:24]=1. The yield is 0.610. (4) The reactants are C1(P(C2C=CC=CC=2)C2C=CC=CC=2)C=CC=CC=1.CCOC(/N=N/C(OCC)=O)=O.[Cl:32][C:33]1[CH:38]=[C:37]([OH:39])[CH:36]=[C:35]([OH:40])[CH:34]=1.[C:41]([C:43]1[CH:48]=[CH:47][C:46]([CH2:49][CH2:50]O)=[CH:45][CH:44]=1)#[N:42]. The catalyst is C(Cl)Cl.CCOCC. The product is [Cl:32][C:33]1[CH:38]=[C:37]([OH:39])[CH:36]=[C:35]([O:40][CH2:50][CH2:49][C:46]2[CH:47]=[CH:48][C:43]([C:41]#[N:42])=[CH:44][CH:45]=2)[CH:34]=1. The yield is 0.210. (5) The reactants are Cl[C:2]1[CH:7]=[CH:6][N:5]=[CH:4][C:3]=1[N+:8]([O-:10])=[O:9].[Si:11]([O:18][C@@H:19]1[CH2:24][CH2:23][NH:22][CH2:21][C@H:20]1[NH:25][C:26](=[O:32])[O:27][C:28]([CH3:31])([CH3:30])[CH3:29])([C:14]([CH3:17])([CH3:16])[CH3:15])([CH3:13])[CH3:12].C(N(CC)CC)C. The catalyst is CN(C=O)C. The product is [Si:11]([O:18][C@@H:19]1[CH2:24][CH2:23][N:22]([C:2]2[CH:7]=[CH:6][N:5]=[CH:4][C:3]=2[N+:8]([O-:10])=[O:9])[CH2:21][C@H:20]1[NH:25][C:26](=[O:32])[O:27][C:28]([CH3:31])([CH3:30])[CH3:29])([C:14]([CH3:17])([CH3:16])[CH3:15])([CH3:13])[CH3:12]. The yield is 0.980.